From a dataset of Full USPTO retrosynthesis dataset with 1.9M reactions from patents (1976-2016). Predict the reactants needed to synthesize the given product. (1) Given the product [CH2:1]([O:3][C:4]([C:6]1[N:7]=[N:8][N:9]([CH2:12][C:13]2[CH:14]=[CH:15][C:16]([O:19][CH3:20])=[CH:17][CH:18]=2)[C:10]=1[O:11][CH:28]([F:35])[F:34])=[O:5])[CH3:2], predict the reactants needed to synthesize it. The reactants are: [CH2:1]([O:3][C:4]([C:6]1[N:7]=[N:8][N:9]([CH2:12][C:13]2[CH:18]=[CH:17][C:16]([O:19][CH3:20])=[CH:15][CH:14]=2)[C:10]=1[OH:11])=[O:5])[CH3:2].C(=O)([O-])[O-].[K+].[K+].Cl[C:28]([F:35])([F:34])C(OCC)=O. (2) Given the product [Cl:21][C:22]1[CH:27]=[CH:26][C:25]([C:8]2[CH:13]=[CH:12][C:11](/[CH:14]=[CH:15]/[C:16]([O:18][CH2:19][CH3:20])=[O:17])=[CH:10][CH:9]=2)=[CH:24][CH:23]=1, predict the reactants needed to synthesize it. The reactants are: C(=O)([O-])[O-].[Na+].[Na+].Br[C:8]1[CH:13]=[CH:12][C:11](/[CH:14]=[CH:15]/[C:16]([O:18][CH2:19][CH3:20])=[O:17])=[CH:10][CH:9]=1.[Cl:21][C:22]1[CH:27]=[CH:26][C:25](OB(O)O)=[CH:24][CH:23]=1. (3) Given the product [P:7]([O-:11])([O-:10])([O-:9])=[O:8].[Zr+4:2].[P:7]([O-:11])([O-:10])([O-:9])=[O:8].[P:7]([O-:11])([O-:10])([O-:9])=[O:8].[P:7]([O-:11])([O-:10])([O-:9])=[O:8].[Zr+4:2].[Zr+4:2], predict the reactants needed to synthesize it. The reactants are: [OH-].[Zr+4:2].[OH-].[OH-].[OH-].[Zr].[P:7](=[O:11])([OH:10])([OH:9])[OH:8].[P]. (4) Given the product [CH3:1][O:2][C:3]1[C:4]([CH3:12])=[C:5]([S:22]([C:18]2[CH:19]=[CH:20][CH:21]=[C:16]([N+:13]([O-:15])=[O:14])[CH:17]=2)(=[O:23])=[O:24])[N:6]2[C:11]=1[CH:10]=[CH:9][CH:8]=[CH:7]2, predict the reactants needed to synthesize it. The reactants are: [CH3:1][O:2][C:3]1[C:4]([CH3:12])=[CH:5][N:6]2[C:11]=1[CH:10]=[CH:9][CH:8]=[CH:7]2.[N+:13]([C:16]1[CH:17]=[C:18]([S:22](Cl)(=[O:24])=[O:23])[CH:19]=[CH:20][CH:21]=1)([O-:15])=[O:14]. (5) Given the product [CH3:1][Si:2]([CH3:16])([CH3:15])[CH2:3][CH2:4][O:5][C:6]([N:8]1[CH2:13][CH:12]=[CH:11][CH2:10][CH:9]1[O:32][S:31]([C:34]([F:37])([F:36])[F:35])(=[O:41])=[O:33])=[O:7], predict the reactants needed to synthesize it. The reactants are: [CH3:1][Si:2]([CH3:16])([CH3:15])[CH2:3][CH2:4][O:5][C:6]([N:8]1[CH2:13][CH2:12][C:11](=O)[CH2:10][CH2:9]1)=[O:7].C1C=CC(N([S:31]([C:34]([F:37])([F:36])[F:35])(=[O:33])=[O:32])[S:31]([C:34]([F:37])([F:36])[F:35])(=[O:33])=[O:32])=CC=1.C1C[O:41]CC1.